From a dataset of Forward reaction prediction with 1.9M reactions from USPTO patents (1976-2016). Predict the product of the given reaction. (1) The product is: [C:1]([O:5][C:6](=[O:20])[NH:7][C@H:8]([C:17](=[O:19])[NH2:18])[CH2:9][C:10]1[CH:11]=[CH:12][C:13]([O:16][CH2:28][C:29](=[O:31])[CH3:30])=[CH:14][CH:15]=1)([CH3:4])([CH3:2])[CH3:3]. Given the reactants [C:1]([O:5][C:6](=[O:20])[NH:7][C@H:8]([C:17](=[O:19])[NH2:18])[CH2:9][C:10]1[CH:15]=[CH:14][C:13]([OH:16])=[CH:12][CH:11]=1)([CH3:4])([CH3:3])[CH3:2].C(=O)([O-])[O-].[K+].[K+].Cl[CH2:28][C:29](=[O:31])[CH3:30].S([O-])(O)(=O)=O.[Na+], predict the reaction product. (2) Given the reactants Br[C:2]1[C:6]([CH3:7])=[C:5](I)[S:4][C:3]=1[CH:9]1[O:13]CCO1.C[O:15][C:16]1[CH:17]=[C:18](B(O)O)[CH:19]=[CH:20][CH:21]=1.C[O:26][C:27]1[CH:32]=[CH:31][C:30](B(O)O)=[CH:29][CH:28]=1, predict the reaction product. The product is: [OH:15][C:16]1[CH:17]=[C:18]([C:2]2[C:6]([CH3:7])=[C:5]([C:30]3[CH:31]=[CH:32][C:27]([OH:26])=[CH:28][CH:29]=3)[S:4][C:3]=2[CH:9]=[O:13])[CH:19]=[CH:20][CH:21]=1.